From a dataset of Reaction yield outcomes from USPTO patents with 853,638 reactions. Predict the reaction yield, written as a fraction of the theoretical maximum amount of product (1.0 means a 100% yield; for example, 0.34 means a 34% yield). (1) The reactants are [O:1]1[C:6]2[CH:7]=[C:8]([C@@H:11]([O:21][C:22]3[CH:23]=[C:24]4[C:28](=[CH:29][CH:30]=3)[N:27]([C:31]3[CH:32]=[C:33]([CH:41]=[CH:42][CH:43]=3)[C:34]([O:36]CC(C)C)=[O:35])[N:26]=[CH:25]4)[C@@H:12]([NH:14][C:15](=[O:20])[C:16]([F:19])([F:18])[CH3:17])[CH3:13])[CH:9]=[CH:10][C:5]=2[CH2:4][O:3][CH2:2]1.[OH-].[Li+].C(OCC)(=O)C.Cl. The catalyst is CO.C1COCC1.O. The product is [O:1]1[C:6]2[CH:7]=[C:8]([C@@H:11]([O:21][C:22]3[CH:23]=[C:24]4[C:28](=[CH:29][CH:30]=3)[N:27]([C:31]3[CH:32]=[C:33]([CH:41]=[CH:42][CH:43]=3)[C:34]([OH:36])=[O:35])[N:26]=[CH:25]4)[C@@H:12]([NH:14][C:15](=[O:20])[C:16]([F:19])([F:18])[CH3:17])[CH3:13])[CH:9]=[CH:10][C:5]=2[CH2:4][O:3][CH2:2]1. The yield is 1.00. (2) The reactants are C[Si]([C:5]#[C:6][C:7]1[C:8]([NH2:13])=[N:9][CH:10]=[CH:11][CH:12]=1)(C)C.[F-].C([N+](CCCC)(CCCC)CCCC)CCC.O. The catalyst is O1CCCC1. The product is [C:6]([C:7]1[C:8]([NH2:13])=[N:9][CH:10]=[CH:11][CH:12]=1)#[CH:5]. The yield is 0.937.